This data is from CYP2C19 inhibition data for predicting drug metabolism from PubChem BioAssay. The task is: Regression/Classification. Given a drug SMILES string, predict its absorption, distribution, metabolism, or excretion properties. Task type varies by dataset: regression for continuous measurements (e.g., permeability, clearance, half-life) or binary classification for categorical outcomes (e.g., BBB penetration, CYP inhibition). Dataset: cyp2c19_veith. (1) The drug is COc1ccc(S(=O)(=O)Nc2cc3c4c(oc3c3ccccc23)CC(C)(C)CC4=O)cc1. The result is 1 (inhibitor). (2) The compound is COc1cc(CNCCc2c[nH]c3ccccc23)ccc1OCc1ccccc1F.Cl. The result is 1 (inhibitor).